Dataset: Peptide-MHC class II binding affinity with 134,281 pairs from IEDB. Task: Regression. Given a peptide amino acid sequence and an MHC pseudo amino acid sequence, predict their binding affinity value. This is MHC class II binding data. (1) The peptide sequence is EADYSQIPISINYRT. The MHC is DRB1_1602 with pseudo-sequence DRB1_1602. The binding affinity (normalized) is 0.198. (2) The peptide sequence is AHARSYQTLSTQAAA. The MHC is DRB1_0405 with pseudo-sequence DRB1_0405. The binding affinity (normalized) is 0.880. (3) The peptide sequence is LVAEILRIISGGRLI. The MHC is HLA-DQA10301-DQB10302 with pseudo-sequence HLA-DQA10301-DQB10302. The binding affinity (normalized) is 0.158. (4) The peptide sequence is ASNPNYLAILVKYVD. The MHC is DRB1_0802 with pseudo-sequence DRB1_0802. The binding affinity (normalized) is 0.657. (5) The peptide sequence is ERFAVNPGLLETSEGCR. The MHC is DRB1_1101 with pseudo-sequence DRB1_1101. The binding affinity (normalized) is 0.390. (6) The peptide sequence is MPPELNTARLMAGAG. The MHC is HLA-DQA10101-DQB10501 with pseudo-sequence HLA-DQA10101-DQB10501. The binding affinity (normalized) is 0. (7) The peptide sequence is YDKFLANVKTVLTGK. The MHC is DRB1_1302 with pseudo-sequence DRB1_1302. The binding affinity (normalized) is 0.475. (8) The peptide sequence is WVKFPGGGQIVGGVY. The MHC is HLA-DQA10501-DQB10301 with pseudo-sequence HLA-DQA10501-DQB10301. The binding affinity (normalized) is 0.779.